This data is from Forward reaction prediction with 1.9M reactions from USPTO patents (1976-2016). The task is: Predict the product of the given reaction. (1) Given the reactants [NH:1]1[CH:5]=[C:4]([C:6]2[N:7]=[N+:8]([O-])[C:9]3[CH:15]=[CH:14][CH:13]=[CH:12][C:10]=3[N:11]=2)[CH:3]=[N:2]1, predict the reaction product. The product is: [NH:2]1[CH:3]=[C:4]([C:6]2[N:7]=[N:8][C:9]3[CH:15]=[CH:14][CH:13]=[CH:12][C:10]=3[N:11]=2)[CH:5]=[N:1]1. (2) Given the reactants Cl[C:2]1[C:11]2[C:6](=[CH:7][C:8]([O:12][CH3:13])=[CH:9][CH:10]=2)[CH:5]=[C:4]([NH:14][C:15]2[CH:19]=[CH:18][NH:17][N:16]=2)[N:3]=1.CC1(C)C(C)(C)OB([C:28]2[CH:29]=[N:30][NH:31][CH:32]=2)O1, predict the reaction product. The product is: [CH3:13][O:12][C:8]1[CH:7]=[C:6]2[C:11](=[CH:10][CH:9]=1)[C:2]([C:28]1[CH:29]=[N:30][NH:31][CH:32]=1)=[N:3][C:4]([NH:14][C:15]1[CH:19]=[CH:18][NH:17][N:16]=1)=[CH:5]2. (3) Given the reactants Br[CH2:2][C:3]([C:5]1[C:10]([CH3:11])=[CH:9][C:8]([O:12][C:13]2[CH:18]=[CH:17][CH:16]=[CH:15][CH:14]=2)=[CH:7][C:6]=1[CH3:19])=O.[NH2:20][C:21]([NH2:23])=[S:22], predict the reaction product. The product is: [CH3:19][C:6]1[CH:7]=[C:8]([O:12][C:13]2[CH:18]=[CH:17][CH:16]=[CH:15][CH:14]=2)[CH:9]=[C:10]([CH3:11])[C:5]=1[C:3]1[N:20]=[C:21]([NH2:23])[S:22][CH:2]=1.